This data is from TCR-epitope binding with 47,182 pairs between 192 epitopes and 23,139 TCRs. The task is: Binary Classification. Given a T-cell receptor sequence (or CDR3 region) and an epitope sequence, predict whether binding occurs between them. (1) The epitope is QECVRGTTVL. The TCR CDR3 sequence is CASSLAGGGTDTQYF. Result: 0 (the TCR does not bind to the epitope). (2) The epitope is KAFSPEVIPMF. The TCR CDR3 sequence is CASNGRNYGYTF. Result: 1 (the TCR binds to the epitope). (3) The epitope is DPFRLLQNSQVFS. The TCR CDR3 sequence is CASSERLAGFTGELFF. Result: 1 (the TCR binds to the epitope). (4) The epitope is RQLLFVVEV. The TCR CDR3 sequence is CASGSDPTGYQETQYF. Result: 1 (the TCR binds to the epitope). (5) The epitope is FSKQLQQSM. The TCR CDR3 sequence is CASSPRARGNQPQHF. Result: 0 (the TCR does not bind to the epitope). (6) The epitope is ARMILMTHF. The TCR CDR3 sequence is CASSLAGQVNEQYF. Result: 0 (the TCR does not bind to the epitope). (7) The epitope is YIFFASFYY. The TCR CDR3 sequence is CASSGTGTEAFF. Result: 0 (the TCR does not bind to the epitope).